This data is from Reaction yield outcomes from USPTO patents with 853,638 reactions. The task is: Predict the reaction yield, written as a fraction of the theoretical maximum amount of product (1.0 means a 100% yield; for example, 0.34 means a 34% yield). The reactants are [ClH:1].O1CCOCC1.OC(C(F)(F)F)=O.[O:15]1[CH2:20][CH2:19][N:18]([C:21]2[O:22][CH:23]=[C:24]([C:26]([N:28]3[CH2:33][CH2:32][N:31](C(OC(C)(C)C)=O)[CH2:30][CH:29]3[CH2:41][O:42][C:43]3[CH:44]=[N:45][CH:46]=[CH:47][CH:48]=3)=[O:27])[N:25]=2)[CH2:17][CH2:16]1. The catalyst is CO. The product is [ClH:1].[ClH:1].[O:15]1[CH2:20][CH2:19][N:18]([C:21]2[O:22][CH:23]=[C:24]([C:26]([N:28]3[CH2:33][CH2:32][NH:31][CH2:30][CH:29]3[CH2:41][O:42][C:43]3[CH:44]=[N:45][CH:46]=[CH:47][CH:48]=3)=[O:27])[N:25]=2)[CH2:17][CH2:16]1. The yield is 0.850.